From a dataset of Full USPTO retrosynthesis dataset with 1.9M reactions from patents (1976-2016). Predict the reactants needed to synthesize the given product. (1) Given the product [NH2:23][C:24]1[S:25][C:26]2[C:35]([O:36][CH3:37])=[CH:34][CH:33]=[CH:32][C:27]=2[C:28]=1[C:29]([N:17]1[CH2:16][CH2:15][CH:14]([N:10]2[CH2:11][CH2:12][CH2:13][CH:8]([C:6]([N:5]([CH2:3][CH3:4])[CH:20]([CH3:21])[CH3:22])=[O:7])[CH2:9]2)[CH2:19][CH2:18]1)=[O:30], predict the reactants needed to synthesize it. The reactants are: Cl.Cl.[CH2:3]([N:5]([CH:20]([CH3:22])[CH3:21])[C:6]([CH:8]1[CH2:13][CH2:12][CH2:11][N:10]([CH:14]2[CH2:19][CH2:18][NH:17][CH2:16][CH2:15]2)[CH2:9]1)=[O:7])[CH3:4].[NH2:23][C:24]1[S:25][C:26]2[C:35]([O:36][CH3:37])=[CH:34][CH:33]=[CH:32][C:27]=2[C:28]=1[C:29](O)=[O:30]. (2) Given the product [NH2:1][C:2]1[CH:7]=[CH:6][CH:5]=[CH:4][C:3]=1[NH:8][C:9](=[O:28])[C:10]1[CH:15]=[CH:14][C:13]([CH2:16][N:17]2[CH2:25][C:24]3[C:19](=[CH:20][CH:21]=[CH:22][C:23]=3[C:32]3[CH:33]=[CH:34][C:35]([CH3:36])=[C:30]([F:29])[CH:31]=3)[C:18]2=[O:27])=[CH:12][CH:11]=1, predict the reactants needed to synthesize it. The reactants are: [NH2:1][C:2]1[CH:7]=[CH:6][CH:5]=[CH:4][C:3]=1[NH:8][C:9](=[O:28])[C:10]1[CH:15]=[CH:14][C:13]([CH2:16][N:17]2[CH2:25][C:24]3[C:19](=[CH:20][CH:21]=[CH:22][C:23]=3Br)[C:18]2=[O:27])=[CH:12][CH:11]=1.[F:29][C:30]1[CH:31]=[C:32](B(O)O)[CH:33]=[CH:34][C:35]=1[CH3:36].